Dataset: Forward reaction prediction with 1.9M reactions from USPTO patents (1976-2016). Task: Predict the product of the given reaction. (1) Given the reactants [CH2:1]([O:8][C:9]([N:11]1[CH2:22][CH2:21][N:20]([C:23]([O:25][CH2:26][C:27]2[CH:32]=[CH:31][CH:30]=[CH:29][CH:28]=2)=[O:24])[CH2:19][CH2:18][N:17]([C:33]([O:35][CH2:36][C:37]2[CH:42]=[CH:41][CH:40]=[CH:39][CH:38]=2)=[O:34])[CH2:16][CH2:15][N:14]([CH2:43][C:44]([NH:46][CH2:47][C:48]([O:50]CC)=[O:49])=[O:45])[CH2:13][CH2:12]1)=[O:10])[C:2]1[CH:7]=[CH:6][CH:5]=[CH:4][CH:3]=1.[OH-].[Na+], predict the reaction product. The product is: [CH2:1]([O:8][C:9]([N:11]1[CH2:22][CH2:21][N:20]([C:23]([O:25][CH2:26][C:27]2[CH:32]=[CH:31][CH:30]=[CH:29][CH:28]=2)=[O:24])[CH2:19][CH2:18][N:17]([C:33]([O:35][CH2:36][C:37]2[CH:42]=[CH:41][CH:40]=[CH:39][CH:38]=2)=[O:34])[CH2:16][CH2:15][N:14]([CH2:43][C:44]([NH:46][CH2:47][C:48]([OH:50])=[O:49])=[O:45])[CH2:13][CH2:12]1)=[O:10])[C:2]1[CH:3]=[CH:4][CH:5]=[CH:6][CH:7]=1. (2) Given the reactants [F:1][C:2]([F:32])([F:31])[C:3]1[CH:8]=[CH:7][C:6]([CH:9]2[CH2:14][N:13]([C:15](OC3C=CC([N+]([O-])=O)=CC=3)=[O:16])[CH2:12][CH:11]([C:27]([O:29][CH3:30])=[O:28])[CH2:10]2)=[CH:5][CH:4]=1.[O:33]1[C:37]2([CH2:42][CH2:41][NH:40][CH2:39][CH2:38]2)[O:36][CH2:35][CH2:34]1.C(=O)([O-])[O-].[K+].[K+], predict the reaction product. The product is: [O:33]1[C:37]2([CH2:42][CH2:41][N:40]([C:15]([N:13]3[CH2:14][CH:9]([C:6]4[CH:5]=[CH:4][C:3]([C:2]([F:1])([F:31])[F:32])=[CH:8][CH:7]=4)[CH2:10][CH:11]([C:27]([O:29][CH3:30])=[O:28])[CH2:12]3)=[O:16])[CH2:39][CH2:38]2)[O:36][CH2:35][CH2:34]1. (3) The product is: [OH:1][CH:2]1[CH2:9][CH2:8][C:5]2([CH2:6][CH2:7]2)[CH2:4][CH:3]1[C:10]#[N:11]. Given the reactants [O:1]=[C:2]1[CH2:9][CH2:8][C:5]2([CH2:7][CH2:6]2)[CH2:4][CH:3]1[C:10]#[N:11].[BH4-].[Li+], predict the reaction product. (4) Given the reactants [H-].[Na+].[CH3:3][N:4]([CH3:13])[C:5](=[O:12])[CH2:6][C:7]([N:9]([CH3:11])[CH3:10])=[O:8].I[CH2:15][CH2:16][O:17][CH2:18][CH2:19][O:20][CH:21]1[CH2:26][CH2:25][CH2:24][CH2:23][O:22]1, predict the reaction product. The product is: [CH3:10][N:9]([CH3:11])[C:7](=[O:8])[CH:6]([CH2:15][CH2:16][O:17][CH2:18][CH2:19][O:20][CH:21]1[CH2:26][CH2:25][CH2:24][CH2:23][O:22]1)[C:5]([N:4]([CH3:3])[CH3:13])=[O:12]. (5) Given the reactants [N+:1]([CH2:4][C:5]([NH2:7])=[O:6])([O-:3])=[O:2].C(O/[CH:11]=[CH:12]/[C:13](=O)[C:14]([F:17])([F:16])[F:15])C.[O-]CC.[Na+].Cl, predict the reaction product. The product is: [N+:1]([C:4]1[C:5]([OH:6])=[N:7][C:13]([C:14]([F:17])([F:16])[F:15])=[CH:12][CH:11]=1)([O-:3])=[O:2]. (6) Given the reactants [H-].[Na+].[Br:3][C:4]1[CH:12]=[C:11]([F:13])[CH:10]=[C:9]2[C:5]=1[CH:6]=[CH:7][NH:8]2.[N+:14]([C:17]1[CH:22]=[CH:21][C:20]([S:23](Cl)(=[O:25])=[O:24])=[CH:19][CH:18]=1)([O-:16])=[O:15].O, predict the reaction product. The product is: [Br:3][C:4]1[CH:12]=[C:11]([F:13])[CH:10]=[C:9]2[C:5]=1[CH:6]=[CH:7][N:8]2[S:23]([C:20]1[CH:19]=[CH:18][C:17]([N+:14]([O-:16])=[O:15])=[CH:22][CH:21]=1)(=[O:24])=[O:25]. (7) Given the reactants [CH:1]1([N:7]=[C:8]=[O:9])[CH2:6][CH2:5][CH2:4][CH2:3][CH2:2]1.[NH:10]1[CH2:15][CH2:14][CH2:13][CH:12]([C:16]([O:18][CH2:19][CH2:20][CH2:21][CH2:22][C:23]2[CH:28]=[CH:27][CH:26]=[CH:25][CH:24]=2)=[O:17])[NH:11]1.C(N(CC)CC)C, predict the reaction product. The product is: [CH:1]1([NH:7][C:8]([N:11]2[CH:12]([C:16]([O:18][CH2:19][CH2:20][CH2:21][CH2:22][C:23]3[CH:24]=[CH:25][CH:26]=[CH:27][CH:28]=3)=[O:17])[CH2:13][CH2:14][CH2:15][NH:10]2)=[O:9])[CH2:6][CH2:5][CH2:4][CH2:3][CH2:2]1.